Dataset: NCI-60 drug combinations with 297,098 pairs across 59 cell lines. Task: Regression. Given two drug SMILES strings and cell line genomic features, predict the synergy score measuring deviation from expected non-interaction effect. (1) Drug 1: C1=NC2=C(N=C(N=C2N1C3C(C(C(O3)CO)O)O)F)N. Drug 2: C(CCl)NC(=O)N(CCCl)N=O. Cell line: A549. Synergy scores: CSS=8.85, Synergy_ZIP=-3.47, Synergy_Bliss=-0.914, Synergy_Loewe=-4.01, Synergy_HSA=0.326. (2) Drug 1: CC12CCC3C(C1CCC2=O)CC(=C)C4=CC(=O)C=CC34C. Drug 2: CC1=CC=C(C=C1)C2=CC(=NN2C3=CC=C(C=C3)S(=O)(=O)N)C(F)(F)F. Cell line: LOX IMVI. Synergy scores: CSS=23.8, Synergy_ZIP=3.24, Synergy_Bliss=-4.09, Synergy_Loewe=-11.9, Synergy_HSA=-2.94.